Dataset: Peptide-MHC class I binding affinity with 185,985 pairs from IEDB/IMGT. Task: Regression. Given a peptide amino acid sequence and an MHC pseudo amino acid sequence, predict their binding affinity value. This is MHC class I binding data. (1) The peptide sequence is TQFGVPFVL. The MHC is HLA-B39:01 with pseudo-sequence HLA-B39:01. The binding affinity (normalized) is 1.00. (2) The peptide sequence is IIYVGCGER. The MHC is HLA-A02:16 with pseudo-sequence HLA-A02:16. The binding affinity (normalized) is 0.0847. (3) The peptide sequence is PERQRLLPA. The MHC is HLA-A02:01 with pseudo-sequence HLA-A02:01. The binding affinity (normalized) is 0. (4) The peptide sequence is LQGPPGTGK. The MHC is HLA-A33:01 with pseudo-sequence HLA-A33:01. The binding affinity (normalized) is 0. (5) The peptide sequence is LLSAWILTA. The MHC is HLA-B40:02 with pseudo-sequence HLA-B40:02. The binding affinity (normalized) is 0. (6) The binding affinity (normalized) is 0.371. The peptide sequence is LNISYLCHF. The MHC is HLA-A23:01 with pseudo-sequence HLA-A23:01. (7) The peptide sequence is YSFKLILAEY. The MHC is HLA-A11:01 with pseudo-sequence HLA-A11:01. The binding affinity (normalized) is 0.178. (8) The peptide sequence is ISRVNDLNR. The MHC is HLA-A33:01 with pseudo-sequence HLA-A33:01. The binding affinity (normalized) is 0.366. (9) The peptide sequence is NADTGHSIY. The MHC is HLA-A02:03 with pseudo-sequence HLA-A02:03. The binding affinity (normalized) is 0.0847.